Dataset: Forward reaction prediction with 1.9M reactions from USPTO patents (1976-2016). Task: Predict the product of the given reaction. (1) Given the reactants [Cl:1][C:2]1[CH:3]=[C:4]([C:25]2[C:26]([CH3:40])=[CH:27][C:28]([O:31][CH2:32][C:33]3([C:36]([O:38]C)=[O:37])[CH2:35][CH2:34]3)=[N:29][CH:30]=2)[CH:5]=[CH:6][C:7]=1[C:8]1[N:9]([CH2:17][O:18][CH2:19][CH2:20][Si:21]([CH3:24])([CH3:23])[CH3:22])[CH:10]=[C:11]([C:13]([F:16])([F:15])[F:14])[N:12]=1.[OH-].[Na+], predict the reaction product. The product is: [Cl:1][C:2]1[CH:3]=[C:4]([C:25]2[C:26]([CH3:40])=[CH:27][C:28]([O:31][CH2:32][C:33]3([C:36]([OH:38])=[O:37])[CH2:35][CH2:34]3)=[N:29][CH:30]=2)[CH:5]=[CH:6][C:7]=1[C:8]1[N:9]([CH2:17][O:18][CH2:19][CH2:20][Si:21]([CH3:24])([CH3:23])[CH3:22])[CH:10]=[C:11]([C:13]([F:16])([F:14])[F:15])[N:12]=1. (2) The product is: [N:28]1[C:29]2[C:34](=[CH:33][CH:32]=[CH:31][CH:30]=2)[CH:35]=[C:26]([C:22]2([OH:25])[CH2:21][CH2:20][NH:19][CH2:24][CH2:23]2)[CH:27]=1. Given the reactants BrC1C=NC2C(C=1)=CC=CC=2.C(OC([N:19]1[CH2:24][CH2:23][C:22]([C:26]2[CH:27]=[N:28][C:29]3[C:34]([CH:35]=2)=[CH:33][CH:32]=[CH:31][CH:30]=3)([OH:25])[CH2:21][CH2:20]1)=O)(C)(C)C.C(ON1CCC(C2C=NC3C(C=2)=CC=CC=3)(O)CC1=C=O)(C)(C)C, predict the reaction product.